From a dataset of Forward reaction prediction with 1.9M reactions from USPTO patents (1976-2016). Predict the product of the given reaction. (1) Given the reactants Br[C:2]1[CH:7]=[CH:6][C:5]([C:8]2[CH:13]=[CH:12][C:11]([C:14]3[N:19]=[C:18]4[N:20]([CH2:33][O:34][CH2:35][CH2:36][Si:37]([CH3:40])([CH3:39])[CH3:38])[C:21]([O:23][C@H:24]5[C@H:28]6[O:29][CH2:30][C@@H:31]([OH:32])[C@H:27]6[O:26][CH2:25]5)=[N:22][C:17]4=[CH:16][C:15]=3[Cl:41])=[CH:10][CH:9]=2)=[CH:4][CH:3]=1.[CH:42]([S:45]([CH3:48])(=[NH:47])=[O:46])([CH3:44])[CH3:43], predict the reaction product. The product is: [Cl:41][C:15]1[CH:16]=[C:17]2[N:22]=[C:21]([O:23][C@@H:24]3[CH2:25][O:26][C@@H:27]4[C@H:31]([OH:32])[CH2:30][O:29][C@H:28]34)[N:20]([CH2:33][O:34][CH2:35][CH2:36][Si:37]([CH3:40])([CH3:39])[CH3:38])[C:18]2=[N:19][C:14]=1[C:11]1[CH:12]=[CH:13][C:8]([C:5]2[CH:6]=[CH:7][C:2]([N:47]=[S:45]([CH:42]([CH3:44])[CH3:43])([CH3:48])=[O:46])=[CH:3][CH:4]=2)=[CH:9][CH:10]=1. (2) Given the reactants [CH2:1]([NH:5][C:6]1[CH:14]=[CH:13][C:12]([F:15])=[CH:11][C:7]=1[C:8]([OH:10])=O)[CH2:2][CH2:3][CH3:4].[CH3:16]CN=C=NCCCN(C)C.C1[CH:28]=[CH:29][C:30]2[N:35](O)N=N[C:31]=2[CH:32]=1.CCN(C(C)C)C(C)C, predict the reaction product. The product is: [CH2:1]([NH:5][C:6]1[CH:14]=[CH:13][C:12]([F:15])=[CH:11][C:7]=1[C:8]([NH:35][C:30]([CH3:16])([CH2:29][CH3:28])[C:31]#[CH:32])=[O:10])[CH2:2][CH2:3][CH3:4]. (3) Given the reactants [F:1][C:2]1[CH:3]=[C:4]2[C:8](=[CH:9][CH:10]=1)[N:7]([S:11]([C:14]1[CH:19]=[CH:18][CH:17]=[C:16]([OH:20])[CH:15]=1)(=[O:13])=[O:12])[CH:6]=[CH:5]2.Cl.[CH3:22][N:23]([CH3:28])[CH2:24][CH2:25][CH2:26]Cl, predict the reaction product. The product is: [F:1][C:2]1[CH:3]=[C:4]2[C:8](=[CH:9][CH:10]=1)[N:7]([S:11]([C:14]1[CH:19]=[CH:18][CH:17]=[C:16]([O:20][CH2:26][CH2:25][CH2:24][N:23]([CH3:28])[CH3:22])[CH:15]=1)(=[O:13])=[O:12])[CH:6]=[CH:5]2. (4) Given the reactants [CH3:1][O:2][C:3]1[C:8]([C:9]([O:11][CH3:12])=[O:10])=[CH:7][N:6]=[C:5](SC)[N:4]=1.[H][H], predict the reaction product. The product is: [CH3:1][O:2][C:3]1[C:8]([C:9]([O:11][CH3:12])=[O:10])=[CH:7][N:6]=[CH:5][N:4]=1. (5) Given the reactants [CH2:1]([O:8][C:9]1[CH:10]=[CH:11][C:12]2[CH2:13][C@H:14]3[N:26]([CH2:27][CH:28]4[CH2:30][CH2:29]4)[CH2:25][CH2:24][C@:20]45[C:21]=2[C:22]=1[O:23][C@H:19]4[C@@H:18]([N:31]1[CH2:35][CH2:34][CH2:33][C:32]1=[O:36])[CH2:17][CH2:16][C@@:15]35[OH:37])[C:2]1[CH:7]=[CH:6][CH:5]=[CH:4][CH:3]=1.[Li+].[CH3:39][CH:40]([N-]C(C)C)C.C1COCC1.ICC.C(=O)([O-])O.[Na+], predict the reaction product. The product is: [CH2:1]([O:8][C:9]1[CH:10]=[CH:11][C:12]2[CH2:13][C@H:14]3[N:26]([CH2:27][CH:28]4[CH2:29][CH2:30]4)[CH2:25][CH2:24][C@:20]45[C:21]=2[C:22]=1[O:23][C@H:19]4[C@@H:18]([N:31]1[CH2:35][CH2:34][CH:33]([CH2:39][CH3:40])[C:32]1=[O:36])[CH2:17][CH2:16][C@@:15]35[OH:37])[C:2]1[CH:3]=[CH:4][CH:5]=[CH:6][CH:7]=1.